Binary Classification. Given a miRNA mature sequence and a target amino acid sequence, predict their likelihood of interaction. From a dataset of Experimentally validated miRNA-target interactions with 360,000+ pairs, plus equal number of negative samples. (1) The miRNA is mmu-miR-29a-5p with sequence ACUGAUUUCUUUUGGUGUUCAG. The protein sequence of the target gene is MRRVTLFLNGSPKNGKVVAVYGTLSDLLSVASSKLGIKATSVYNGKGGLIDDIALIRDDDVLFVCEGEPFIDPQTDSKPPEGLLGFHTDWLTLNVGGRYFTTTRSTLVNKEPDSMLAHMFKDKGVWGNKQDHRGAFLIDRSPEYFEPILNYLRHGQLIVNDGINLLGVLEEARFFGIDSLIEHLEVAIKNSQPPEDHSPISRKEFVRFLLATPTKSELRCQGLNFSGADLSRLDLRYINFKMANLSRCNLAHANLCCANLERADLSGSVLDCANLQGVKMLCSNAEGASLKLCNFEDPSG.... Result: 0 (no interaction). (2) The miRNA is mmu-miR-301b-3p with sequence CAGUGCAAUGGUAUUGUCAAAGC. Result: 1 (interaction). The protein sequence of the target gene is MSEVLPYGDEKLSPYGDGGDVGQIFSCRLQDTNNFFGAGQSKRPPKLGQIGRSKRVVIEDDRIDDVLKTMTDKAPPGV.